Dataset: Forward reaction prediction with 1.9M reactions from USPTO patents (1976-2016). Task: Predict the product of the given reaction. (1) Given the reactants [CH:1]1([O:8][C:9]2[CH:16]=[CH:15][C:12]([CH2:13][NH2:14])=[CH:11][CH:10]=2)[CH2:7][CH2:6][CH2:5][CH2:4][CH2:3][CH2:2]1.[Cl:17][C:18]1[CH:34]=[CH:33][C:21]2[CH2:22][CH2:23][N:24]([C:27](=[O:32])[C:28]([F:31])([F:30])[F:29])[CH2:25][CH2:26][C:20]=2[C:19]=1OS(C(F)(F)F)(=O)=O.C1C=CC(P(C2C(C3C(P(C4C=CC=CC=4)C4C=CC=CC=4)=CC=C4C=3C=CC=C4)=C3C(C=CC=C3)=CC=2)C2C=CC=CC=2)=CC=1.C(=O)([O-])[O-].[Cs+].[Cs+], predict the reaction product. The product is: [Cl:17][C:18]1[CH:34]=[CH:33][C:21]2[CH2:22][CH2:23][N:24]([C:27](=[O:32])[C:28]([F:29])([F:31])[F:30])[CH2:25][CH2:26][C:20]=2[C:19]=1[NH:14][CH2:13][C:12]1[CH:11]=[CH:10][C:9]([O:8][CH:1]2[CH2:7][CH2:6][CH2:5][CH2:4][CH2:3][CH2:2]2)=[CH:16][CH:15]=1. (2) Given the reactants [C:1]([O:5][C:6]([N:8]1[CH2:13][CH2:12][CH:11]([CH2:14][CH2:15][O:16][C:17]2[C:22]([NH:23]C(OCC=C)=O)=[C:21]([NH:30][CH2:31][CH:32]3[CH2:40][CH2:39][C:35]4([CH2:38][CH2:37][CH2:36]4)[CH2:34][CH2:33]3)[N:20]=[C:19]([C:41]#[N:42])[N:18]=2)[CH2:10][CH2:9]1)=[O:7])([CH3:4])([CH3:3])[CH3:2].C(N(CC)CC)C, predict the reaction product. The product is: [C:1]([O:5][C:6]([N:8]1[CH2:13][CH2:12][CH:11]([CH2:14][CH2:15][O:16][C:17]2[C:22]([NH2:23])=[C:21]([NH:30][CH2:31][CH:32]3[CH2:40][CH2:39][C:35]4([CH2:38][CH2:37][CH2:36]4)[CH2:34][CH2:33]3)[N:20]=[C:19]([C:41]#[N:42])[N:18]=2)[CH2:10][CH2:9]1)=[O:7])([CH3:4])([CH3:2])[CH3:3]. (3) The product is: [C:1]([O:5][C:6]([N:8]1[CH2:13][CH2:12][N:11]([C:14]([O:16][CH2:17][C:18]2[CH:19]=[CH:20][CH:21]=[CH:22][CH:23]=2)=[O:15])[CH:10]([C:24](=[O:25])[NH:60][C:51]2[CH:52]=[CH:53][C:54]3[C:59](=[CH:58][CH:57]=[CH:56][CH:55]=3)[CH:50]=2)[CH2:9]1)=[O:7])([CH3:4])([CH3:3])[CH3:2]. Given the reactants [C:1]([O:5][C:6]([N:8]1[CH2:13][CH2:12][N:11]([C:14]([O:16][CH2:17][C:18]2[CH:23]=[CH:22][CH:21]=[CH:20][CH:19]=2)=[O:15])[CH:10]([C:24](O)=[O:25])[CH2:9]1)=[O:7])([CH3:4])([CH3:3])[CH3:2].C(Cl)CCl.CCN(C(C)C)C(C)C.C1C=CC2N(O)N=NC=2C=1.[CH:50]1[C:59]2[C:54](=[CH:55][CH:56]=[CH:57][CH:58]=2)[CH:53]=[CH:52][C:51]=1[NH2:60], predict the reaction product. (4) Given the reactants [Br:1][C:2]1[CH:6]=[CH:5][S:4][C:3]=1[C:7]([NH:9][C:10]1[CH:15]=[CH:14][C:13]([O:16][CH3:17])=[CH:12][C:11]=1[CH3:18])=[O:8].[C:19](O[C:19]([O:21][C:22]([CH3:25])([CH3:24])[CH3:23])=[O:20])([O:21][C:22]([CH3:25])([CH3:24])[CH3:23])=[O:20], predict the reaction product. The product is: [Br:1][C:2]1[CH:6]=[CH:5][S:4][C:3]=1[C:7]([N:9]([C:10]1[CH:15]=[CH:14][C:13]([O:16][CH3:17])=[CH:12][C:11]=1[CH3:18])[C:19](=[O:20])[O:21][C:22]([CH3:25])([CH3:24])[CH3:23])=[O:8].